Dataset: Forward reaction prediction with 1.9M reactions from USPTO patents (1976-2016). Task: Predict the product of the given reaction. (1) Given the reactants [Cl:1][C:2]1[S:6][C:5]([CH2:7][OH:8])=[C:4]([C:9]2[CH:14]=[CH:13][C:12]([CH2:15][CH3:16])=[CH:11][CH:10]=2)[CH:3]=1.O[C:18]1[CH:23]=[CH:22][C:21]([CH2:24][CH2:25][C:26]([O:28]CC)=[O:27])=[C:20]([F:31])[C:19]=1[F:32].ClC1SC(COC2C=CC(CCC(OCC)=O)=C(F)C=2F)=C(C2C=CC(Cl)=CC=2)C=1, predict the reaction product. The product is: [Cl:1][C:2]1[S:6][C:5]([CH2:7][O:8][C:18]2[CH:23]=[CH:22][C:21]([CH2:24][CH2:25][C:26]([OH:28])=[O:27])=[C:20]([F:31])[C:19]=2[F:32])=[C:4]([C:9]2[CH:14]=[CH:13][C:12]([CH2:15][CH3:16])=[CH:11][CH:10]=2)[CH:3]=1. (2) Given the reactants [CH:1]1([C:4]2[NH:8][N:7]=[C:6]([NH:9][C:10]3[C:17]([F:18])=[CH:16][C:13]([CH:14]=O)=[C:12]([NH:19][C@H:20]([C:22]4[CH:27]=[CH:26][C:25]([F:28])=[CH:24][CH:23]=4)[CH3:21])[N:11]=3)[CH:5]=2)[CH2:3][CH2:2]1.[NH:29]1[CH2:34][CH2:33][O:32][CH2:31][CH2:30]1.[BH-](OC(C)=O)(OC(C)=O)OC(C)=O.[Na+], predict the reaction product. The product is: [CH:1]1([C:4]2[NH:8][N:7]=[C:6]([NH:9][C:10]3[C:17]([F:18])=[CH:16][C:13]([CH2:14][N:29]4[CH2:34][CH2:33][O:32][CH2:31][CH2:30]4)=[C:12]([NH:19][C@H:20]([C:22]4[CH:27]=[CH:26][C:25]([F:28])=[CH:24][CH:23]=4)[CH3:21])[N:11]=3)[CH:5]=2)[CH2:3][CH2:2]1.